This data is from Reaction yield outcomes from USPTO patents with 853,638 reactions. The task is: Predict the reaction yield, written as a fraction of the theoretical maximum amount of product (1.0 means a 100% yield; for example, 0.34 means a 34% yield). (1) The reactants are [N:1]1([CH2:7][CH2:8][NH2:9])[CH2:6][CH2:5][CH2:4][CH2:3][CH2:2]1.Br[C:11]1[CH:12]=[C:13]2[C:22](=[C:23]3[C:28]=1[CH:27]=[CH:26][CH:25]=[N:24]3)[NH:21][S:20](=[O:30])(=[O:29])[C:19]1[C:14]2=[CH:15][CH:16]=[CH:17][CH:18]=1.C1CCN2C(=NCCC2)CC1.C1C[O:45][CH2:44]C1. No catalyst specified. The product is [N:1]1([CH2:7][CH2:8][NH:9][C:44]([C:11]2[CH:12]=[C:13]3[C:22](=[C:23]4[C:28]=2[CH:27]=[CH:26][CH:25]=[N:24]4)[NH:21][S:20](=[O:30])(=[O:29])[C:19]2[C:14]3=[CH:15][CH:16]=[CH:17][CH:18]=2)=[O:45])[CH2:6][CH2:5][CH2:4][CH2:3][CH2:2]1. The yield is 0.350. (2) The reactants are [CH3:1][C:2]1([C:8]2[CH:13]=[CH:12][CH:11]=[CH:10][CH:9]=2)[CH2:7][CH2:6][NH:5][CH2:4][CH2:3]1.Br.Br[CH2:16][CH2:17][CH2:18][NH2:19].C(=O)([O-])[O-].[K+].[K+]. The catalyst is O1CCOCC1. The product is [NH2:19][CH2:18][CH2:17][CH2:16][N:5]1[CH2:4][CH2:3][C:2]([CH3:1])([C:8]2[CH:13]=[CH:12][CH:11]=[CH:10][CH:9]=2)[CH2:7][CH2:6]1. The yield is 0.180. (3) The reactants are [Si]([O:8][C:9]1[CH:14]=[CH:13][C:12]([N:15]2[CH2:18][CH:17]([O:19][CH2:20][CH2:21][O:22][CH:23]3[CH2:28][CH2:27][CH2:26][CH2:25][O:24]3)[CH2:16]2)=[CH:11][CH:10]=1)(C(C)(C)C)(C)C.[F-].C([N+](CCCC)(CCCC)CCCC)CCC.O1CCCC1.O. The catalyst is O1CCCC1. The product is [O:24]1[CH2:25][CH2:26][CH2:27][CH2:28][CH:23]1[O:22][CH2:21][CH2:20][O:19][CH:17]1[CH2:18][N:15]([C:12]2[CH:11]=[CH:10][C:9]([OH:8])=[CH:14][CH:13]=2)[CH2:16]1. The yield is 1.00. (4) The reactants are [N+:1]([C:4]1[CH:5]=[C:6]2[C:10](=[CH:11][CH:12]=1)[NH:9][C:8](=[O:13])[C:7]2=O)([O-:3])=[O:2].[CH3:15][C:16]([CH3:18])=O.[NH3:19]. No catalyst specified. The product is [CH3:15][C:16]1[CH:18]=[C:7]([C:8]([NH2:19])=[O:13])[C:6]2[C:10](=[CH:11][CH:12]=[C:4]([N+:1]([O-:3])=[O:2])[CH:5]=2)[N:9]=1. The yield is 0.790. (5) The reactants are CS(O[CH2:6][C@H:7]1[CH2:11][CH2:10][C:9](=[O:12])[N:8]1[C:13]1[CH:18]=[C:17]([F:19])[CH:16]=[CH:15][C:14]=1[CH2:20][NH:21][C:22]([C:24]1[N:25]=[C:26]2[N:31]([C:32](=[O:42])[C:33]=1[O:34][CH2:35][C:36]1[CH:41]=[CH:40][CH:39]=[CH:38][CH:37]=1)[CH2:30][CH2:29][O:28][C:27]2([CH3:44])[CH3:43])=[O:23])(=O)=O.[N-:45]=[N+:46]=[N-:47].[Na+].O. The catalyst is CN(C=O)C. The product is [N:45]([CH2:6][C@H:7]1[CH2:11][CH2:10][C:9](=[O:12])[N:8]1[C:13]1[CH:18]=[C:17]([F:19])[CH:16]=[CH:15][C:14]=1[CH2:20][NH:21][C:22]([C:24]1[N:25]=[C:26]2[N:31]([C:32](=[O:42])[C:33]=1[O:34][CH2:35][C:36]1[CH:37]=[CH:38][CH:39]=[CH:40][CH:41]=1)[CH2:30][CH2:29][O:28][C:27]2([CH3:43])[CH3:44])=[O:23])=[N+:46]=[N-:47]. The yield is 0.910. (6) The reactants are Cl[C:2]1[C:3]([C:12]([NH:14][C:15]2[CH:20]=[CH:19][N:18]=[C:17]([C:21]([O:23]C)=[O:22])[CH:16]=2)=[O:13])=[N:4][C:5]2[C:10]([N:11]=1)=[CH:9][CH:8]=[CH:7][CH:6]=2.[F:25][C:26]([F:36])([F:35])[O:27][C:28]1[CH:33]=[CH:32][C:31]([OH:34])=[CH:30][CH:29]=1.C([O-])([O-])=O.[K+].[K+].Cl. The catalyst is CN1C(=O)CCC1.O. The product is [F:25][C:26]([F:35])([F:36])[O:27][C:28]1[CH:29]=[CH:30][C:31]([O:34][C:2]2[C:3]([C:12]([NH:14][C:15]3[CH:20]=[CH:19][N:18]=[C:17]([C:21]([OH:23])=[O:22])[CH:16]=3)=[O:13])=[N:4][C:5]3[C:10]([N:11]=2)=[CH:9][CH:8]=[CH:7][CH:6]=3)=[CH:32][CH:33]=1. The yield is 0.610. (7) The reactants are Cl.[O:2]=[C:3]1[NH:9][C:8]2[CH:10]=[CH:11][C:12]([C:14]([O:16][CH3:17])=[O:15])=[CH:13][C:7]=2[CH2:6][NH:5][CH2:4]1.C([O-])([O-])=O.[K+].[K+].Cl[CH2:25][C:26]1[NH:30][C:29]2[CH:31]=[CH:32][CH:33]=[CH:34][C:28]=2[N:27]=1. The catalyst is CC#N. The product is [NH:27]1[C:28]2[CH:34]=[CH:33][CH:32]=[CH:31][C:29]=2[N:30]=[C:26]1[CH2:25][N:5]1[CH2:6][C:7]2[CH:13]=[C:12]([C:14]([O:16][CH3:17])=[O:15])[CH:11]=[CH:10][C:8]=2[NH:9][C:3](=[O:2])[CH2:4]1. The yield is 0.800.